Dataset: Reaction yield outcomes from USPTO patents with 853,638 reactions. Task: Predict the reaction yield, written as a fraction of the theoretical maximum amount of product (1.0 means a 100% yield; for example, 0.34 means a 34% yield). (1) The reactants are [Si]([O:8][C:9]1[CH:10]=[C:11]([S:15][C:16]2[CH:21]=[CH:20][N:19]=[C:18]([NH:22][C:23]3[S:24][CH:25]=[C:26]([CH3:28])[N:27]=3)[CH:17]=2)[CH:12]=[CH:13][CH:14]=1)(C(C)(C)C)(C)C.C1COCC1.Cl. The catalyst is O. The product is [CH3:28][C:26]1[N:27]=[C:23]([NH:22][C:18]2[CH:17]=[C:16]([S:15][C:11]3[CH:10]=[C:9]([OH:8])[CH:14]=[CH:13][CH:12]=3)[CH:21]=[CH:20][N:19]=2)[S:24][CH:25]=1. The yield is 0.896. (2) The reactants are Br[C:2]1[CH:7]=[C:6]([N+:8]([O-:10])=[O:9])[CH:5]=[CH:4][C:3]=1[NH:11][C:12]([CH3:15])([CH3:14])[CH3:13].[C:16]([Si:18]([CH3:21])([CH3:20])[CH3:19])#[CH:17].N#N. The catalyst is CCN(CC)CC.Cl[Pd](Cl)([P](C1C=CC=CC=1)(C1C=CC=CC=1)C1C=CC=CC=1)[P](C1C=CC=CC=1)(C1C=CC=CC=1)C1C=CC=CC=1.[Cu]I. The product is [C:12]([NH:11][C:3]1[CH:4]=[CH:5][C:6]([N+:8]([O-:10])=[O:9])=[CH:7][C:2]=1[C:17]#[C:16][Si:18]([CH3:21])([CH3:20])[CH3:19])([CH3:15])([CH3:14])[CH3:13]. The yield is 0.160. (3) The reactants are C(OC([N:8]1[CH2:13][CH2:12][CH:11]([C:14]2[CH:19]=[CH:18][C:17]([NH:20][C:21]3[N:26]=[CH:25][C:24]4=[CH:27][CH:28]=[C:29]([C:30]5[CH:35]=[CH:34][CH:33]=[CH:32][C:31]=5[O:36][CH3:37])[N:23]4[N:22]=3)=[C:16]([O:38][CH3:39])[CH:15]=2)[CH2:10][CH2:9]1)=O)(C)(C)C.FC(F)(F)C(O)=O. The catalyst is C(Cl)Cl. The product is [CH3:37][O:36][C:31]1[CH:32]=[CH:33][CH:34]=[CH:35][C:30]=1[C:29]1[N:23]2[C:24]([CH:25]=[N:26][C:21]([NH:20][C:17]3[CH:18]=[CH:19][C:14]([CH:11]4[CH2:12][CH2:13][NH:8][CH2:9][CH2:10]4)=[CH:15][C:16]=3[O:38][CH3:39])=[N:22]2)=[CH:27][CH:28]=1. The yield is 0.960. (4) The reactants are [Cl:1][C:2]1[C:3]([C:9]([OH:11])=O)=[N:4][C:5](Cl)=[CH:6][CH:7]=1.S(Cl)([Cl:14])=O.CN(C)[CH:18]=[CH:19][C:20]([O:22][CH2:23][CH3:24])=[O:21].C(N(CC)CC)C.[NH2:33][C@H:34]([CH2:38][OH:39])[CH:35]([CH3:37])[CH3:36].CN([CH:43]=[O:44])C. The catalyst is C1(C)C=CC=CC=1.C1COCC1. The product is [CH2:23]([O:22][C:20](=[O:21])[C:19]([C:9]([C:3]1[C:2]([Cl:1])=[CH:7][C:6]([Cl:14])=[C:5]([O:44][CH3:43])[N:4]=1)=[O:11])=[CH:18][NH:33][C@H:34]([CH2:38][OH:39])[CH:35]([CH3:37])[CH3:36])[CH3:24]. The yield is 0.785. (5) The reactants are [CH3:1][N:2]([CH2:4][C:5]1[CH:22]=[CH:21][C:8](/[CH:9]=[N:10]/[C:11]2[CH:19]=[CH:18][CH:17]=[C:16]3[C:12]=2[CH2:13][O:14][C:15]3=[O:20])=[CH:7][CH:6]=1)[CH3:3].[CH3:23][C:24]1[CH:31]=[CH:30][C:27]([CH:28]=O)=[CH:26][CH:25]=1.[O-:32][CH2:33][CH3:34].[Na+].C(O)C. The catalyst is C(OCC)(=O)CC. The product is [CH3:3][N:2]([CH2:4][C:5]1[CH:6]=[CH:7][C:8]([CH:9]2[CH:23]([C:24]3[CH:31]=[CH:30][C:27]([CH3:28])=[CH:26][CH:25]=3)[C:13](=[O:14])[C:12]3[C:16]([C:15]([O:32][CH2:33][CH3:34])=[O:20])=[CH:17][CH:18]=[CH:19][C:11]=3[NH:10]2)=[CH:21][CH:22]=1)[CH3:1]. The yield is 0.150. (6) The reactants are [CH3:1][O:2][C:3]1[C:8]([C:9]2[C:22]3[C:17](=[CH:18][C:19]([O:25][CH2:26][CH3:27])=[C:20]([O:23][CH3:24])[CH:21]=3)[C@@H:16]3[C@@H:11]([CH2:12][CH2:13][C@@H:14]([OH:28])[CH2:15]3)[N:10]=2)=[CH:7][CH:6]=[C:5]([O:29][CH3:30])[N:4]=1.[CH2:31]([S:33](O)(=[O:35])=[O:34])[CH3:32]. The catalyst is CC(C)CC(=O)C. The product is [CH2:31]([S:33]([O:28][C@@H:14]1[CH2:13][CH2:12][C@@H:11]2[C@@H:16]([C:17]3[C:22]([C:9]([C:8]4[C:3]([O:2][CH3:1])=[N:4][C:5]([O:29][CH3:30])=[CH:6][CH:7]=4)=[N:10]2)=[CH:21][C:20]([O:23][CH3:24])=[C:19]([O:25][CH2:26][CH3:27])[CH:18]=3)[CH2:15]1)(=[O:35])=[O:34])[CH3:32]. The yield is 0.940. (7) The reactants are [OH-].[Na+].[Cl:3][CH2:4][CH2:5][CH2:6][O:7][C:8]1[CH:13]=[CH:12][C:11]([C:14]2[O:15][CH:16]=[C:17]([C:19]([O:21]CC)=[O:20])[N:18]=2)=[CH:10][CH:9]=1. The catalyst is C(O)C. The product is [Cl:3][CH2:4][CH2:5][CH2:6][O:7][C:8]1[CH:13]=[CH:12][C:11]([C:14]2[O:15][CH:16]=[C:17]([C:19]([OH:21])=[O:20])[N:18]=2)=[CH:10][CH:9]=1. The yield is 0.790. (8) The reactants are [NH2:1][C:2]1[CH:7]=[C:6]([CH2:8][CH3:9])[C:5]([NH:10][S:11]([C:14]2[CH:19]=[CH:18][C:17]([CH3:20])=[CH:16][CH:15]=2)(=[O:13])=[O:12])=[C:4]([CH2:21][CH3:22])[CH:3]=1.Br[CH2:24][CH2:25][O:26][CH2:27][CH2:28]Br.C(N(CC)C(C)C)(C)C.CN1CCCC1. The catalyst is C(OCC)(=O)C. The product is [CH2:8]([C:6]1[CH:7]=[C:2]([N:1]2[CH2:28][CH2:27][O:26][CH2:25][CH2:24]2)[CH:3]=[C:4]([CH2:21][CH3:22])[C:5]=1[NH:10][S:11]([C:14]1[CH:19]=[CH:18][C:17]([CH3:20])=[CH:16][CH:15]=1)(=[O:13])=[O:12])[CH3:9]. The yield is 0.910. (9) The yield is 0.840. The catalyst is C(Cl)Cl. The reactants are [N:1]1[C:10]2[C:5](=[CH:6][C:7]([CH:11]([CH3:15])[CH2:12][CH2:13][OH:14])=[CH:8][CH:9]=2)[CH:4]=[CH:3][CH:2]=1.C(O)(=O)C.C(O)(=O)C.IC1C=CC=CC=1. The product is [N:1]1[C:10]2[C:5](=[CH:6][C:7]([CH:11]([CH3:15])[CH2:12][CH:13]=[O:14])=[CH:8][CH:9]=2)[CH:4]=[CH:3][CH:2]=1.